Dataset: Full USPTO retrosynthesis dataset with 1.9M reactions from patents (1976-2016). Task: Predict the reactants needed to synthesize the given product. Given the product [OH:1][C@@H:2]([C@H:4]1[C:10](=[O:11])[N:9]2[C@@H:5]1[CH2:6][C:7]([C:15]1[CH:16]=[CH:17][C:18]([O:21][CH3:22])=[CH:19][CH:20]=1)=[C:8]2[C:12]([O:14][CH2:25][C:26]1[O:27][C:28](=[O:32])[O:29][C:30]=1[CH3:31])=[O:13])[CH3:3], predict the reactants needed to synthesize it. The reactants are: [OH:1][C@@H:2]([C@H:4]1[C:10](=[O:11])[N:9]2[C@@H:5]1[CH2:6][C:7]([C:15]1[CH:20]=[CH:19][C:18]([O:21][CH3:22])=[CH:17][CH:16]=1)=[C:8]2[C:12]([O-:14])=[O:13])[CH3:3].[Na+].Br[CH2:25][C:26]1[O:27][C:28](=[O:32])[O:29][C:30]=1[CH3:31].